Dataset: Full USPTO retrosynthesis dataset with 1.9M reactions from patents (1976-2016). Task: Predict the reactants needed to synthesize the given product. (1) Given the product [CH3:37][S:38]([OH:41])(=[O:40])=[O:39].[NH2:16][CH:14]1[C:13](=[O:27])[NH:12][CH2:11][C:5]2[C:6]3[CH:7]=[N:8][NH:9][C:10]=3[C:2]([Cl:1])=[CH:3][C:4]=2[CH2:15]1, predict the reactants needed to synthesize it. The reactants are: [Cl:1][C:2]1[C:10]2[NH:9][N:8]=[CH:7][C:6]=2[C:5]2[CH2:11][N:12](CC3C=CC(OC)=CC=3)[C:13](=[O:27])[CH:14]([NH:16]C(=O)OCC3C=CC=CC=3)[CH2:15][C:4]=2[CH:3]=1.[CH3:37][S:38]([O:41]CCCC[O:41][S:38]([CH3:37])(=[O:40])=[O:39])(=[O:40])=[O:39].C(OCC)C. (2) Given the product [CH3:13][O:14][C:15]1[CH:22]=[CH:21][CH:20]=[CH:19][C:16]=1[CH2:17][NH:18][C:2]1[CH:11]=[CH:10][C:9]2[C:4](=[CH:5][CH:6]=[C:7]([NH:33][CH2:32][C:31]3[CH:34]=[CH:35][CH:36]=[C:29]([CH2:28][O:27][CH2:26][CH2:25][O:24][CH3:23])[CH:30]=3)[CH:8]=2)[N:3]=1, predict the reactants needed to synthesize it. The reactants are: Cl[C:2]1[CH:11]=[CH:10][C:9]2[C:4](=[CH:5][CH:6]=[C:7](Cl)[CH:8]=2)[N:3]=1.[CH3:13][O:14][C:15]1[CH:22]=[CH:21][CH:20]=[CH:19][C:16]=1[CH2:17][NH2:18].[CH3:23][O:24][CH2:25][CH2:26][O:27][CH2:28][C:29]1[CH:30]=[C:31]([CH:34]=[CH:35][CH:36]=1)[CH2:32][NH2:33]. (3) Given the product [Ba:22].[S:2]([C:6]1[CH:15]=[C:10]([C:11]([O:13][CH3:14])=[O:12])[CH:9]=[C:8]([CH:7]=1)[C:16]([O:18][CH3:19])=[O:17])([OH:5])(=[O:4])=[O:3], predict the reactants needed to synthesize it. The reactants are: [Na].[S:2]([C:6]1[CH:7]=[C:8]([C:16]([O:18][CH3:19])=[O:17])[CH:9]=[C:10]([CH:15]=1)[C:11]([O:13][CH3:14])=[O:12])([OH:5])(=[O:4])=[O:3].[Na].[Cl-].[Ba+2:22].[Cl-]. (4) Given the product [O:48]1[C:49]2[CH:50]=[CH:51][C:43]([CH2:42][NH:52][C:55]([C:54]3[CH:37]=[C:36]4[C:38]([CH:41]=[CH:39][N:35]4[C:6]4[CH:5]=[CH:4][N:3]=[C:2]([N:23]5[CH:18]=[CH:19][N:24]=[CH:22]5)[N:1]=4)=[CH:57][CH:53]=3)=[O:56])=[CH:44][C:45]=2[O:46][CH2:47]1, predict the reactants needed to synthesize it. The reactants are: [N:1]1[CH:6]=[CH:5][CH:4]=[N:3][CH:2]=1.[Li+].[OH-].CN(C(ON1N=[N:24][C:19]2C=C[CH:22]=[N:23][C:18]1=2)=[N+](C)C)C.F[P-](F)(F)(F)(F)F.CC[N:35]([CH:39]([CH3:41])C)[CH:36]([CH3:38])[CH3:37].[CH2:42]([NH2:52])[C:43]1[CH:51]=[CH:50][C:49]2[O:48][CH2:47][O:46][C:45]=2[CH:44]=1.[CH2:53]1[CH2:57][O:56][CH2:55][CH2:54]1.O. (5) The reactants are: C[O:2][C:3]([C:5]1[O:6][C:7]([N+:10]([O-])=O)=[CH:8][CH:9]=1)=[O:4]. Given the product [NH2:10][C:7]1[O:6][C:5]([C:3]([OH:4])=[O:2])=[CH:9][CH:8]=1, predict the reactants needed to synthesize it. (6) The reactants are: [CH2:1]([O:3][C:4](=[O:23])[CH2:5][C:6]1[CH:11]=[CH:10][C:9]([O:12][CH3:13])=[C:8](B2OC(C)(C)C(C)(C)O2)[CH:7]=1)[CH3:2].Br[C:25]1[CH:32]=[C:31]([CH3:33])[CH:30]=[CH:29][C:26]=1[CH:27]=[O:28]. Given the product [CH2:1]([O:3][C:4](=[O:23])[CH2:5][C:6]1[CH:7]=[C:8]([C:25]2[CH:32]=[C:31]([CH3:33])[CH:30]=[CH:29][C:26]=2[CH:27]=[O:28])[C:9]([O:12][CH3:13])=[CH:10][CH:11]=1)[CH3:2], predict the reactants needed to synthesize it.